Dataset: Reaction yield outcomes from USPTO patents with 853,638 reactions. Task: Predict the reaction yield, written as a fraction of the theoretical maximum amount of product (1.0 means a 100% yield; for example, 0.34 means a 34% yield). (1) The reactants are [OH:1][C@@H:2]([C@@H:6]([CH3:10])[C:7]([OH:9])=[O:8])[C:3]([OH:5])=[O:4].CO[C:13](OC)([CH3:15])[CH3:14]. The catalyst is CC(C)=O.[Cu](Cl)Cl. The product is [CH3:14][C:13]1([CH3:15])[O:1][C@@H:2]([C@@H:6]([CH3:10])[C:7]([OH:9])=[O:8])[C:3](=[O:5])[O:4]1. The yield is 0.820. (2) The reactants are C(N(CC)CC)C.Br[CH2:9][C:10]([O:12][CH2:13][CH3:14])=[O:11].[F:15][CH2:16][C:17]1[N:18]([C:23]2[C:32]3[CH2:31][CH2:30][CH2:29][CH2:28][C:27]=3[C:26]([CH3:33])=[CH:25][CH:24]=2)[C:19]([SH:22])=[N:20][N:21]=1. The catalyst is ClCCl. The product is [F:15][CH2:16][C:17]1[N:18]([C:23]2[C:32]3[CH2:31][CH2:30][CH2:29][CH2:28][C:27]=3[C:26]([CH3:33])=[CH:25][CH:24]=2)[C:19]([S:22][CH2:9][C:10]([O:12][CH2:13][CH3:14])=[O:11])=[N:20][N:21]=1. The yield is 0.890. (3) The reactants are CS([C:4]1[CH:9]=[CH:8][N:7]=[C:6]([C:10]2[C:18]3[C:13](=[N:14][CH:15]=[CH:16][CH:17]=3)[NH:12][N:11]=2)[N:5]=1)=O.[N:19]1(C(OC(C)(C)C)=O)[CH2:24][CH2:23][NH:22][CH2:21][CH2:20]1.C(=O)([O-])[O-].[K+].[K+]. The catalyst is CN1C(=O)CCC1.CCOC(C)=O. The product is [N:19]1([C:4]2[CH:9]=[CH:8][N:7]=[C:6]([C:10]3[C:18]4[C:13](=[N:14][CH:15]=[CH:16][CH:17]=4)[NH:12][N:11]=3)[N:5]=2)[CH2:24][CH2:23][NH:22][CH2:21][CH2:20]1. The yield is 0.110. (4) The reactants are [CH3:1][O:2][C:3]1[CH:4]=[C:5]2[C:10](=[CH:11][C:12]=1[O:13][CH3:14])[N:9]=[CH:8][N:7]=[C:6]2[O:15][C:16]1[CH:22]=[CH:21][C:19]([NH2:20])=[CH:18][CH:17]=1.[C:23]1([CH3:29])[CH:28]=[CH:27][CH:26]=[CH:25][CH:24]=1.C(N(CC)CC)C.Cl[C:38](Cl)([O:40][C:41](=O)OC(Cl)(Cl)Cl)Cl.CC1C=CC(C[SH:55])=CC=1. The catalyst is C(Cl)Cl. The product is [CH3:1][O:2][C:3]1[CH:4]=[C:5]2[C:10](=[CH:11][C:12]=1[O:13][CH3:14])[N:9]=[CH:8][N:7]=[C:6]2[O:15][C:16]1[CH:22]=[CH:21][C:19]([NH:20][C:38](=[S:55])[O:40][CH2:41][C:26]2[CH:27]=[CH:28][C:23]([CH3:29])=[CH:24][CH:25]=2)=[CH:18][CH:17]=1. The yield is 0.540. (5) The reactants are Br[C:2]1[CH:7]=[CH:6][N:5]=[C:4]2[NH:8][C:9]([CH:11]3[CH2:13][CH2:12]3)=[CH:10][C:3]=12.[H-].[Na+].C([Li])CCC.C([O:24][B:25](OC(C)C)[O:26]C(C)C)(C)C. The catalyst is O1CCCC1. The product is [CH:11]1([C:9]2[NH:8][C:4]3=[N:5][CH:6]=[CH:7][C:2]([B:25]([OH:26])[OH:24])=[C:3]3[CH:10]=2)[CH2:13][CH2:12]1. The yield is 0.431. (6) The reactants are [CH3:1][N:2]([CH3:20])[C:3]([C:5]1[N:14]([CH:15]2[CH2:19][CH2:18][CH2:17][CH2:16]2)[C:8]2[N:9]=[C:10](Cl)[N:11]=[CH:12][C:7]=2[CH:6]=1)=[O:4].C(OC([N:28]1[CH2:33][CH2:32][N:31]([C:34]2[CH:35]=[N:36][C:37]([NH2:40])=[CH:38][CH:39]=2)[CH2:30][C:29]1([CH3:42])[CH3:41])=O)(C)(C)C. No catalyst specified. The product is [CH3:1][N:2]([CH3:20])[C:3]([C:5]1[N:14]([CH:15]2[CH2:19][CH2:18][CH2:17][CH2:16]2)[C:8]2[N:9]=[C:10]([NH:40][C:37]3[CH:38]=[CH:39][C:34]([N:31]4[CH2:32][CH2:33][NH:28][C:29]([CH3:42])([CH3:41])[CH2:30]4)=[CH:35][N:36]=3)[N:11]=[CH:12][C:7]=2[CH:6]=1)=[O:4]. The yield is 0.250. (7) The reactants are [Br:1][C:2]1[S:24][C:5]2[CH2:6][CH2:7][C:8]3[C:9]([C:21](O)=[O:22])=[N:10][N:11]([C:13]4[CH:18]=[CH:17][C:16]([Cl:19])=[CH:15][C:14]=4[Cl:20])[C:12]=3[C:4]=2[CH:3]=1.[NH2:25][N:26]1[CH2:31][CH2:30][CH2:29][CH2:28][CH2:27]1. No catalyst specified. The product is [N:26]1([NH:25][C:21]([C:9]2[C:8]3[CH2:7][CH2:6][C:5]4[S:24][C:2]([Br:1])=[CH:3][C:4]=4[C:12]=3[N:11]([C:13]3[CH:18]=[CH:17][C:16]([Cl:19])=[CH:15][C:14]=3[Cl:20])[N:10]=2)=[O:22])[CH2:31][CH2:30][CH2:29][CH2:28][CH2:27]1. The yield is 0.420.